The task is: Predict the reactants needed to synthesize the given product.. This data is from Full USPTO retrosynthesis dataset with 1.9M reactions from patents (1976-2016). (1) Given the product [Cl:12][C:13]1[CH:14]=[CH:15][C:16]([CH:19]([C:21]2[CH:22]=[CH:23][CH:24]=[CH:25][CH:26]=2)[NH:20][C:9](=[O:11])[CH2:8][C:5]2[CH:4]=[CH:3][C:2]([OH:1])=[CH:7][CH:6]=2)=[CH:17][CH:18]=1, predict the reactants needed to synthesize it. The reactants are: [OH:1][C:2]1[CH:7]=[CH:6][C:5]([CH2:8][C:9]([OH:11])=O)=[CH:4][CH:3]=1.[Cl:12][C:13]1[CH:18]=[CH:17][C:16]([CH:19]([C:21]2[CH:26]=[CH:25][CH:24]=[CH:23][CH:22]=2)[NH2:20])=[CH:15][CH:14]=1. (2) Given the product [CH2:27]([NH:34][C:24]([CH:21]1[CH2:20][CH2:19][N:18]([C:11]2[CH:12]=[CH:13][C:14]([N+:15]([O-:17])=[O:16])=[C:9]([NH:8][CH2:1][C:2]3[CH:3]=[CH:4][CH:5]=[CH:6][CH:7]=3)[CH:10]=2)[CH2:23][CH2:22]1)=[O:25])[C:28]1[CH:33]=[CH:32][CH:31]=[CH:30][CH:29]=1, predict the reactants needed to synthesize it. The reactants are: [CH2:1]([NH:8][C:9]1[CH:10]=[C:11]([N:18]2[CH2:23][CH2:22][CH:21]([C:24](O)=[O:25])[CH2:20][CH2:19]2)[CH:12]=[CH:13][C:14]=1[N+:15]([O-:17])=[O:16])[C:2]1[CH:7]=[CH:6][CH:5]=[CH:4][CH:3]=1.[CH2:27]([NH2:34])[C:28]1[CH:33]=[CH:32][CH:31]=[CH:30][CH:29]=1.C(N(C(C)C)CC)(C)C.CN(C(ON1N=NC2C=CC=NC1=2)=[N+](C)C)C.F[P-](F)(F)(F)(F)F. (3) Given the product [O:13]1[CH:14]=[CH:15][C:11]([C:9]2[O:16][C:6]([C:5]3[CH:17]=[CH:18][CH:19]=[C:3]([O:2][CH3:1])[CH:4]=3)=[CH:7][N:8]=2)=[CH:12]1, predict the reactants needed to synthesize it. The reactants are: [CH3:1][O:2][C:3]1[CH:4]=[C:5]([CH:17]=[CH:18][CH:19]=1)[C:6](=[O:16])[CH2:7][N-:8][C:9]([C:11]1[CH:15]=[CH:14][O:13][CH:12]=1)=O.P(Cl)(Cl)(Cl)=O. (4) Given the product [CH:22]([C:14]1[CH:15]=[CH:16][CH:17]=[C:18]([CH:19]([CH3:20])[CH3:21])[C:13]=1/[N:12]=[C:11]1/[C:6]([NH:5][CH2:1][CH2:2][CH2:3][CH3:4])=[CH:7][CH2:8][CH2:9][CH2:10]/1)([CH3:24])[CH3:23], predict the reactants needed to synthesize it. The reactants are: [CH2:1](/[N:5]=[C:6]1\[CH2:7][CH2:8][CH2:9][CH:10]=[C:11]\1[NH:12][C:13]1[C:18]([CH:19]([CH3:21])[CH3:20])=[CH:17][CH:16]=[CH:15][C:14]=1[CH:22]([CH3:24])[CH3:23])[CH2:2][CH2:3][CH3:4].C1(C)C=CC=CC=1.Cl. (5) Given the product [CH2:40]([CH:42]([CH2:45][CH3:46])[CH2:43][O:20][C:21]1[CH:30]=[C:29]2[C:24]([CH:25]=[C:26]([C:35]([O:37][CH2:38][CH3:39])=[O:36])[CH:27]([C:31]([F:34])([F:32])[F:33])[O:28]2)=[CH:23][CH:22]=1)[CH3:41], predict the reactants needed to synthesize it. The reactants are: C1C=CC(P(C2C=CC=CC=2)C2C=CC=CC=2)=CC=1.[OH:20][C:21]1[CH:30]=[C:29]2[C:24]([CH:25]=[C:26]([C:35]([O:37][CH2:38][CH3:39])=[O:36])[CH:27]([C:31]([F:34])([F:33])[F:32])[O:28]2)=[CH:23][CH:22]=1.[CH2:40]([CH:42]([CH2:45][CH3:46])[CH2:43]O)[CH3:41].N(C(OCC)=O)=NC([O-])=O. (6) Given the product [C:28]([C:23]1[S:24][C:25]([C:2]2[CH:3]=[C:4]([Cl:20])[C:5]3[O:9][CH:8]([CH2:10][NH:11][C:12](=[O:18])[O:13][C:14]([CH3:17])([CH3:16])[CH3:15])[CH2:7][C:6]=3[CH:19]=2)=[C:26]([CH3:27])[C:22]=1[CH3:21])(=[O:30])[CH3:29], predict the reactants needed to synthesize it. The reactants are: Br[C:2]1[CH:3]=[C:4]([Cl:20])[C:5]2[O:9][CH:8]([CH2:10][NH:11][C:12](=[O:18])[O:13][C:14]([CH3:17])([CH3:16])[CH3:15])[CH2:7][C:6]=2[CH:19]=1.[CH3:21][C:22]1[C:26]([CH3:27])=[CH:25][S:24][C:23]=1[C:28](=[O:30])[CH3:29].C([O-])(=O)C.[Na+].O. (7) Given the product [Br:12][CH2:11][C:10]1[NH:9][C:8]([C:13]2[S:14][CH:15]=[CH:16][N:17]=2)=[N:7][C@@H:38]([C:37]2[CH:40]=[CH:41][CH:42]=[C:43]([F:44])[C:36]=2[Cl:35])[C:5]=1[C:3]([O:2][CH2:1][CH3:26])=[O:4], predict the reactants needed to synthesize it. The reactants are: [CH3:1][O:2][C:3]([C:5]1[C@H](C2C=CC(F)=CC=2Cl)[N:7]=[C:8]([C:13]2[S:14][CH:15]=[CH:16][N:17]=2)[NH:9][C:10]=1[CH2:11][Br:12])=[O:4].[C:26](OCC)(=O)CC(C)=O.[Cl:35][C:36]1[C:43]([F:44])=[CH:42][CH:41]=[CH:40][C:37]=1[CH:38]=O.ClC1C=C(F)C=CC=1C=O. (8) Given the product [CH3:24][O:25][C:26]([C:20]1[CH:21]=[C:16](/[CH:15]=[CH:14]/[C:13]([NH:12][CH2:11][CH2:10][N:1]2[CH:5]=[CH:4][N:3]=[CH:2]2)=[O:23])[CH:17]=[CH:18][CH:19]=1)=[O:27], predict the reactants needed to synthesize it. The reactants are: [N:1]1([CH2:10][CH2:11][NH:12][C:13](=[O:23])/[CH:14]=[CH:15]/[C:16]2[CH:21]=[CH:20][CH:19]=[CH:18][C:17]=2F)[C:5]2C=CC=C[C:4]=2[N:3]=[CH:2]1.[CH3:24][O:25][C:26](C1C=C(/C=C/C(O)=O)C=CC=1)=[O:27].NCCN1C=CN=C1.CCN=C=NCCCN(C)C.Cl. (9) Given the product [O:21]=[S:22]1(=[O:39])[CH2:26][CH2:25][CH:24]([CH2:27][O:20][C:15]2[CH:16]=[CH:17][CH:18]=[C:19]3[C:14]=2[CH:13]=[CH:12][N:11]3[C:9]2[CH:8]=[CH:7][N:6]=[C:5]([S:4][CH2:1][CH2:2][CH3:3])[N:10]=2)[CH2:23]1, predict the reactants needed to synthesize it. The reactants are: [CH2:1]([S:4][C:5]1[N:10]=[C:9]([N:11]2[C:19]3[CH:18]=[CH:17][CH:16]=[C:15]([OH:20])[C:14]=3[CH:13]=[CH:12]2)[CH:8]=[CH:7][N:6]=1)[CH2:2][CH3:3].[O:21]=[S:22]1(=[O:39])[CH2:26][CH2:25][CH:24]([CH2:27]OS(C2C=CC(C)=CC=2)(=O)=O)[CH2:23]1.C(=O)([O-])[O-].[Cs+].[Cs+].